Dataset: Forward reaction prediction with 1.9M reactions from USPTO patents (1976-2016). Task: Predict the product of the given reaction. (1) Given the reactants [CH2:1]([NH2:8])[C:2]1[CH:7]=[CH:6][CH:5]=[CH:4][CH:3]=1.[CH3:9][O:10][C:11](=[O:16])[CH2:12][C:13](=O)[CH3:14].[CH3:17][O:18][C:19](=[O:22])[C:20]#[CH:21], predict the reaction product. The product is: [CH3:17][O:18][C:19](=[O:22])[CH:20]=[CH:21][C:12](=[C:13]([NH:8][CH2:1][C:2]1[CH:7]=[CH:6][CH:5]=[CH:4][CH:3]=1)[CH3:14])[C:11]([O:10][CH3:9])=[O:16]. (2) Given the reactants [CH:1]1([C:7]2[C:8]3[CH:9]=[CH:10][C:11]([C:27]([O:29][CH3:30])=[O:28])=[CH:12][C:13]=3[N:14]3[CH2:21][CH2:20][NH:19][CH2:18][C:17]4[CH:22]=[C:23]([F:26])[CH:24]=[CH:25][C:16]=4[C:15]=23)[CH2:6][CH2:5][CH2:4][CH2:3][CH2:2]1.[C:31]([OH:34])(=O)[CH3:32].CCN(C(C)C)C(C)C.[CH3:44][N:45]([C:47](ON1N=NC2C=CC=CC1=2)=[N+:48]([CH3:50])C)C.[B-](F)(F)(F)F, predict the reaction product. The product is: [CH:1]1([C:7]2[C:8]3[CH:9]=[CH:10][C:11]([C:27]([O:29][CH3:30])=[O:28])=[CH:12][C:13]=3[N:14]3[CH2:21][CH2:20][N:19]([C:31](=[O:34])[CH2:32][N:48]4[CH:50]=[CH:44][N:45]=[CH:47]4)[CH2:18][C:17]4[CH:22]=[C:23]([F:26])[CH:24]=[CH:25][C:16]=4[C:15]=23)[CH2:2][CH2:3][CH2:4][CH2:5][CH2:6]1. (3) Given the reactants [CH2:1]([N:8]([CH2:27][C@H:28](O)[CH2:29]Cl)[CH2:9][C:10]([NH:12][C:13]1[CH:18]=[CH:17][C:16]([O:19][CH2:20][C:21]2[CH:26]=[CH:25][CH:24]=[CH:23][CH:22]=2)=[CH:15][CH:14]=1)=[O:11])[C:2]1[CH:7]=[CH:6][CH:5]=[CH:4][CH:3]=1.[OH-:32].[Na+], predict the reaction product. The product is: [CH2:1]([N:8]1[CH2:27][C@H:28]([CH2:29][OH:32])[N:12]([C:13]2[CH:14]=[CH:15][C:16]([O:19][CH2:20][C:21]3[CH:26]=[CH:25][CH:24]=[CH:23][CH:22]=3)=[CH:17][CH:18]=2)[C:10](=[O:11])[CH2:9]1)[C:2]1[CH:7]=[CH:6][CH:5]=[CH:4][CH:3]=1. (4) Given the reactants [Br:1][C:2]1[CH:7]=[CH:6][C:5]([C:8](=O)[CH:9]=[N:10]O)=[CH:4][CH:3]=1.C(C1N=[C:17]([C:27]2[C:28]([O:34][CH3:35])=[N:29][CH:30]=[CH:31][C:32]=2[I:33])[N:18]([OH:26])C=1C1C=CC=CC=1)C, predict the reaction product. The product is: [Br:1][C:2]1[CH:3]=[CH:4][C:5]([C:8]2[N:18]([OH:26])[C:17]([C:27]3[C:28]([O:34][CH3:35])=[N:29][CH:30]=[CH:31][C:32]=3[I:33])=[N:10][CH:9]=2)=[CH:6][CH:7]=1. (5) Given the reactants CO[C:3]([C:5]1[N:6]=[C:7]([C:24]#[N:25])[C:8]2[C:9](=[O:23])[N:10]([CH2:16][C:17]3[CH:22]=[CH:21][CH:20]=[CH:19][CH:18]=3)[CH:11]=[CH:12][C:13]=2[C:14]=1[OH:15])=[O:4].[NH2:26][CH2:27][CH2:28][C:29]([OH:31])=[O:30].C[O-].[Na+], predict the reaction product. The product is: [CH2:16]([N:10]1[C:9](=[O:23])[C:8]2[C:7]([C:24]#[N:25])=[N:6][C:5]([C:3]([NH:26][CH2:27][CH2:28][C:29]([OH:31])=[O:30])=[O:4])=[C:14]([OH:15])[C:13]=2[CH:12]=[CH:11]1)[C:17]1[CH:22]=[CH:21][CH:20]=[CH:19][CH:18]=1.